Task: Predict which catalyst facilitates the given reaction.. Dataset: Catalyst prediction with 721,799 reactions and 888 catalyst types from USPTO (1) Reactant: Cl[CH2:2][C:3]1[N:4]([C:19]2[CH:24]=[CH:23][C:22]([F:25])=[CH:21][CH:20]=2)[C:5]([C:8]([C:11]2[CH:16]=[CH:15][C:14]([Cl:17])=[C:13]([Cl:18])[CH:12]=2)([CH3:10])[CH3:9])=[CH:6][N:7]=1.[Cl:26][C:27]1[CH:28]=[C:29]([CH:34]=[C:35]([F:38])[C:36]=1[OH:37])[C:30]([O:32][CH3:33])=[O:31].C(=O)([O-])[O-].[K+].[K+].C1OCCOCCOCCOCCOCCOC1. Product: [Cl:26][C:27]1[CH:28]=[C:29]([CH:34]=[C:35]([F:38])[C:36]=1[O:37][CH2:2][C:3]1[N:4]([C:19]2[CH:24]=[CH:23][C:22]([F:25])=[CH:21][CH:20]=2)[C:5]([C:8]([C:11]2[CH:16]=[CH:15][C:14]([Cl:17])=[C:13]([Cl:18])[CH:12]=2)([CH3:9])[CH3:10])=[CH:6][N:7]=1)[C:30]([O:32][CH3:33])=[O:31]. The catalyst class is: 23. (2) The catalyst class is: 97. Product: [N+:1]([C:4]1[CH:9]=[CH:8][C:7]([O:10][CH2:12][CH2:13][C:14]([OH:16])=[O:15])=[CH:6][CH:5]=1)([O-:3])=[O:2]. Reactant: [N+:1]([C:4]1[CH:9]=[CH:8][C:7]([OH:10])=[CH:6][CH:5]=1)([O-:3])=[O:2].Cl[CH2:12][CH2:13][C:14]([OH:16])=[O:15].[OH-].[K+].Cl. (3) Reactant: [CH2:1]([C:3]1([CH2:13][C:14]([C:16]([F:19])([F:18])[F:17])=[CH2:15])[C:12]2[C:7](=[CH:8][CH:9]=[CH:10][CH:11]=2)[CH2:6][CH2:5][CH2:4]1)[CH3:2].CC[C@H]1[C@H]2C[C@H]([C@H](OC3C4C(=CC=CC=4)C(O[C@H](C4C=CN=C5C=4C=C(OC)C=C5)[C@@H]4N5C[C@H](CC)[C@@H](CC5)C4)=NN=3)C3C=CN=C4C=3C=C([O:41]C)C=C4)N(CC2)C1.CC[C@@H]1[C@@H]2C[C@H]([C@@H](OC3C4C(=CC=CC=4)C(O[C@@H](C4C=CN=C5C=4C=C(OC)C=C5)[C@@H]4N5C[C@H](CC)[C@@H](CC5)C4)=NN=3)C3C=CN=C4C=3C=C(OC)C=C4)N(CC2)C1.S([O-])([O-])=O.[Na+].[Na+].[OH2:142]. Product: [CH2:1]([C:3]1([CH2:13][C:14]([OH:41])([C:16]([F:17])([F:18])[F:19])[CH2:15][OH:142])[C:12]2[C:7](=[CH:8][CH:9]=[CH:10][CH:11]=2)[CH2:6][CH2:5][CH2:4]1)[CH3:2]. The catalyst class is: 107. (4) Reactant: [Cl:1][C:2]1[CH:25]=[CH:24][CH:23]=[CH:22][C:3]=1[C:4]([NH:6][C:7]1[C:8](Cl)=[N:9][C:10]([CH3:20])=[N:11][C:12]=1[NH:13][CH:14]1[CH2:19][CH2:18][O:17][CH2:16][CH2:15]1)=O.[CH3:26][N:27]1[CH2:32][CH2:31][NH:30][CH2:29][CH2:28]1.C(N(C(C)C)CC)(C)C. Product: [Cl:1][C:2]1[CH:25]=[CH:24][CH:23]=[CH:22][C:3]=1[C:4]1[N:13]([CH:14]2[CH2:19][CH2:18][O:17][CH2:16][CH2:15]2)[C:12]2[C:7]([N:6]=1)=[C:8]([N:30]1[CH2:31][CH2:32][N:27]([CH3:26])[CH2:28][CH2:29]1)[N:9]=[C:10]([CH3:20])[N:11]=2. The catalyst class is: 32. (5) Reactant: [Si:1]([O:18][CH:19]1[CH2:24][CH:23]2[CH:21]([CH:22]2[C:25]2[N:29]([CH:30]([CH3:32])[CH3:31])[N:28]=[C:27]([NH:33]C(=O)OCC3C=CC=CC=3)[CH:26]=2)[CH2:20]1)([C:14]([CH3:17])([CH3:16])[CH3:15])([C:8]1[CH:13]=[CH:12][CH:11]=[CH:10][CH:9]=1)[C:2]1[CH:7]=[CH:6][CH:5]=[CH:4][CH:3]=1.[H][H]. Product: [Si:1]([O:18][CH:19]1[CH2:20][CH:21]2[CH:23]([CH:22]2[C:25]2[N:29]([CH:30]([CH3:31])[CH3:32])[N:28]=[C:27]([NH2:33])[CH:26]=2)[CH2:24]1)([C:14]([CH3:17])([CH3:15])[CH3:16])([C:2]1[CH:7]=[CH:6][CH:5]=[CH:4][CH:3]=1)[C:8]1[CH:13]=[CH:12][CH:11]=[CH:10][CH:9]=1. The catalyst class is: 19. (6) Reactant: [F:1][C:2]1[CH:10]=[CH:9][C:5]([C:6]([OH:8])=[O:7])=[CH:4][C:3]=1[O:11][CH3:12].[Br:13]Br.C([O-])(=O)C.[Na+]. Product: [Br:13][C:9]1[CH:10]=[C:2]([F:1])[C:3]([O:11][CH3:12])=[CH:4][C:5]=1[C:6]([OH:8])=[O:7]. The catalyst class is: 52. (7) The catalyst class is: 5. Reactant: [OH:1][CH2:2][C@H:3]1[CH2:7][CH2:6][C:5](=[O:8])[N:4]1[CH2:9][C:10]#[C:11][C:12]1[S:16][C:15]([C:17]([O:19][CH3:20])=[O:18])=[CH:14][CH:13]=1.CC(OI1(OC(C)=O)(OC(C)=O)OC(=O)C2C=CC=CC1=2)=O.ClCCl. Product: [CH:2]([C@H:3]1[CH2:7][CH2:6][C:5](=[O:8])[N:4]1[CH2:9][C:10]#[C:11][C:12]1[S:16][C:15]([C:17]([O:19][CH3:20])=[O:18])=[CH:14][CH:13]=1)=[O:1]. (8) Product: [CH3:31][N:30]([CH3:32])[CH:27]1[CH2:28][CH2:29][N:24]([CH2:23][C:21]2[S:22][C:17]3[C:16]([N:33]4[CH2:38][CH2:37][O:36][CH2:35][CH2:34]4)=[N:15][C:14]([N:3]4[C:4]5[C:9](=[CH:8][CH:7]=[CH:6][CH:5]=5)[CH:10]=[C:2]4[CH3:1])=[N:19][C:18]=3[CH:20]=2)[CH2:25][CH2:26]1. Reactant: [CH3:1][C:2]1[NH:3][C:4]2[C:9]([CH:10]=1)=[CH:8][CH:7]=[CH:6][CH:5]=2.[H-].[Na+].Cl[C:14]1[N:15]=[C:16]([N:33]2[CH2:38][CH2:37][O:36][CH2:35][CH2:34]2)[C:17]2[S:22][C:21]([CH2:23][N:24]3[CH2:29][CH2:28][CH:27]([N:30]([CH3:32])[CH3:31])[CH2:26][CH2:25]3)=[CH:20][C:18]=2[N:19]=1. The catalyst class is: 18. (9) Reactant: [CH2:1]([N:8]([CH2:13][C:14]([OH:16])=O)[CH2:9][C:10]([OH:12])=O)[C:2]1[CH:7]=[CH:6][CH:5]=[CH:4][CH:3]=1.C1N=CN(C(N2C=NC=C2)=O)C=1.[NH2:29][C:30]1[CH:31]=[C:32]2[C:36](=[CH:37][CH:38]=1)[NH:35][CH:34]=[CH:33]2. Product: [CH2:1]([N:8]1[CH2:9][C:10](=[O:12])[N:29]([C:30]2[CH:31]=[C:32]3[C:36](=[CH:37][CH:38]=2)[NH:35][CH:34]=[CH:33]3)[C:14](=[O:16])[CH2:13]1)[C:2]1[CH:3]=[CH:4][CH:5]=[CH:6][CH:7]=1. The catalyst class is: 1. (10) Reactant: I.[CH2:2]([S:4][C:5](=[NH:13])[NH:6][C:7]1[CH:12]=[CH:11][CH:10]=[CH:9][CH:8]=1)[CH3:3].[CH:14]1([CH2:20][CH2:21][C:22](O)=[O:23])[CH2:19][CH2:18][CH2:17][CH2:16][CH2:15]1.C1C=CC2N(O)N=NC=2C=1.CN1CCOCC1.CN(C(ON1N=NC2C=CC=CC1=2)=[N+](C)C)C.F[P-](F)(F)(F)(F)F. Product: [CH:14]1([CH2:20][CH2:21][C:22]([NH:13][C:5](=[N:6][C:7]2[CH:12]=[CH:11][CH:10]=[CH:9][CH:8]=2)[S:4][CH2:2][CH3:3])=[O:23])[CH2:19][CH2:18][CH2:17][CH2:16][CH2:15]1. The catalyst class is: 18.